From a dataset of Peptide-MHC class I binding affinity with 185,985 pairs from IEDB/IMGT. Regression. Given a peptide amino acid sequence and an MHC pseudo amino acid sequence, predict their binding affinity value. This is MHC class I binding data. (1) The peptide sequence is ETKIGKAGY. The MHC is HLA-B57:01 with pseudo-sequence HLA-B57:01. The binding affinity (normalized) is 0.0847. (2) The peptide sequence is SRIYQILQPI. The MHC is Mamu-B03 with pseudo-sequence Mamu-B03. The binding affinity (normalized) is 0.419. (3) The MHC is HLA-B35:01 with pseudo-sequence HLA-B35:01. The peptide sequence is EMRFAYICT. The binding affinity (normalized) is 0.0847. (4) The peptide sequence is LSDDAVVCY. The MHC is HLA-B58:01 with pseudo-sequence HLA-B58:01. The binding affinity (normalized) is 0.473.